From a dataset of Forward reaction prediction with 1.9M reactions from USPTO patents (1976-2016). Predict the product of the given reaction. (1) Given the reactants [N+:1]([C:4]1[CH:16]=[CH:15][C:7]([O:8][C:9]([CH3:14])([CH3:13])[C:10](O)=[O:11])=[CH:6][CH:5]=1)([O-:3])=[O:2].ClC(OCC(C)C)=O.C([N:27](CC)CC)C.N, predict the reaction product. The product is: [N+:1]([C:4]1[CH:16]=[CH:15][C:7]([O:8][C:9]([CH3:14])([CH3:13])[C:10]([NH2:27])=[O:11])=[CH:6][CH:5]=1)([O-:3])=[O:2]. (2) Given the reactants [C:1]([O:4][CH2:5][C@@:6]1([OH:30])[C@@H:11]([CH3:12])[CH2:10][C:9]([C:13]2[CH:18]=[CH:17][N:16]=[CH:15][C:14]=2[N+:19]([O-])=O)=[CH:8][C@H:7]1[O:22][Si:23]([C:26]([CH3:29])([CH3:28])[CH3:27])([CH3:25])[CH3:24])(=[O:3])[CH3:2].[H][H].[C:33]([O:36][CH2:37][C@@:38]1([OH:60])[C@@H:43]([CH3:44])[CH2:42][C@@H:41]([C:45]2[CH:50]=[CH:49][N:48]=[CH:47][C:46]=2[NH2:51])[CH2:40][C@H:39]1[O:52][Si:53]([C:56]([CH3:59])([CH3:58])[CH3:57])([CH3:55])[CH3:54])(=[O:35])[CH3:34].CO, predict the reaction product. The product is: [C:1]([O:4][CH2:5][C@:6]1([OH:30])[C@H:11]([CH3:12])[CH2:10][C@H:9]([C:13]2[CH:18]=[CH:17][N:16]=[CH:15][C:14]=2[NH2:19])[CH2:8][C@@H:7]1[O:22][Si:23]([C:26]([CH3:29])([CH3:28])[CH3:27])([CH3:25])[CH3:24])(=[O:3])[CH3:2].[C:33]([O:36][CH2:37][C@@:38]1([OH:60])[C@@H:43]([CH3:44])[CH2:42][C@@H:41]([C:45]2[CH:50]=[CH:49][N:48]=[CH:47][C:46]=2[NH2:51])[CH2:40][C@H:39]1[O:52][Si:53]([C:56]([CH3:59])([CH3:58])[CH3:57])([CH3:55])[CH3:54])(=[O:35])[CH3:34]. (3) Given the reactants Cl[C:2]1[N:7]=[C:6]([CH2:8][CH2:9][C:10]2[CH:15]=[CH:14][CH:13]=[CH:12][C:11]=2[CH2:16][C:17]([NH2:19])=[O:18])[C:5]([CH3:20])=[CH:4][N:3]=1.[NH2:21][C:22]1[CH:27]=[CH:26][C:25]([CH:28]2[CH2:31][N:30]([C:32]([O:34][C:35]([CH3:38])([CH3:37])[CH3:36])=[O:33])[CH2:29]2)=[CH:24][CH:23]=1.C([O-])([O-])=O.[Cs+].[Cs+].CC1(C)C2C(=C(P(C3C=CC=CC=3)C3C=CC=CC=3)C=CC=2)OC2C(P(C3C=CC=CC=3)C3C=CC=CC=3)=CC=CC1=2, predict the reaction product. The product is: [NH2:19][C:17](=[O:18])[CH2:16][C:11]1[CH:12]=[CH:13][CH:14]=[CH:15][C:10]=1[CH2:9][CH2:8][C:6]1[C:5]([CH3:20])=[CH:4][N:3]=[C:2]([NH:21][C:22]2[CH:23]=[CH:24][C:25]([CH:28]3[CH2:29][N:30]([C:32]([O:34][C:35]([CH3:38])([CH3:37])[CH3:36])=[O:33])[CH2:31]3)=[CH:26][CH:27]=2)[N:7]=1. (4) Given the reactants Cl[C:2]1[CH:3]=[CH:4][C:5]2[N:6]([C:8]([CH2:11][C:12]3[CH:13]=[C:14]4[C:18](=[CH:19][CH:20]=3)[N:17]([CH3:21])[N:16]=[CH:15]4)=[CH:9][N:10]=2)[N:7]=1.C([Sn](CCCC)(CCCC)[C:27]([O:29][CH2:30][CH3:31])=[CH2:28])CCC, predict the reaction product. The product is: [CH2:30]([O:29][C:27]([C:2]1[CH:3]=[CH:4][C:5]2[N:6]([C:8]([CH2:11][C:12]3[CH:13]=[C:14]4[C:18](=[CH:19][CH:20]=3)[N:17]([CH3:21])[N:16]=[CH:15]4)=[CH:9][N:10]=2)[N:7]=1)=[CH2:28])[CH3:31].